This data is from NCI-60 drug combinations with 297,098 pairs across 59 cell lines. The task is: Regression. Given two drug SMILES strings and cell line genomic features, predict the synergy score measuring deviation from expected non-interaction effect. (1) Drug 1: CCCCCOC(=O)NC1=NC(=O)N(C=C1F)C2C(C(C(O2)C)O)O. Drug 2: C1CN(CCN1C(=O)CCBr)C(=O)CCBr. Cell line: U251. Synergy scores: CSS=18.8, Synergy_ZIP=1.93, Synergy_Bliss=7.24, Synergy_Loewe=-6.78, Synergy_HSA=3.07. (2) Drug 1: CC1=C(C(CCC1)(C)C)C=CC(=CC=CC(=CC(=O)O)C)C. Drug 2: CC1=C2C(C(=O)C3(C(CC4C(C3C(C(C2(C)C)(CC1OC(=O)C(C(C5=CC=CC=C5)NC(=O)OC(C)(C)C)O)O)OC(=O)C6=CC=CC=C6)(CO4)OC(=O)C)O)C)O. Cell line: OVCAR-8. Synergy scores: CSS=38.1, Synergy_ZIP=16.6, Synergy_Bliss=17.9, Synergy_Loewe=11.8, Synergy_HSA=10.6. (3) Drug 1: C1CNP(=O)(OC1)N(CCCl)CCCl. Drug 2: CC1CCCC2(C(O2)CC(NC(=O)CC(C(C(=O)C(C1O)C)(C)C)O)C(=CC3=CSC(=N3)C)C)C. Cell line: HT29. Synergy scores: CSS=35.0, Synergy_ZIP=1.18, Synergy_Bliss=-3.03, Synergy_Loewe=-4.14, Synergy_HSA=-1.31. (4) Drug 1: CC(CN1CC(=O)NC(=O)C1)N2CC(=O)NC(=O)C2. Drug 2: C1C(C(OC1N2C=C(C(=O)NC2=O)F)CO)O. Cell line: SF-539. Synergy scores: CSS=42.5, Synergy_ZIP=-3.72, Synergy_Bliss=-6.19, Synergy_Loewe=-3.86, Synergy_HSA=-2.07.